Dataset: Full USPTO retrosynthesis dataset with 1.9M reactions from patents (1976-2016). Task: Predict the reactants needed to synthesize the given product. (1) Given the product [C:1]12([CH2:11][NH:12][C:13](=[O:22])[C:14]3[C:19]([Cl:20])=[CH:18][N:17]=[C:16]([C:25]#[C:24][CH2:23][OH:26])[CH:15]=3)[CH2:10][CH:5]3[CH2:6][CH:7]([CH2:9][CH:3]([CH2:4]3)[CH2:2]1)[CH2:8]2, predict the reactants needed to synthesize it. The reactants are: [C:1]12([CH2:11][NH:12][C:13](=[O:22])[C:14]3[C:19]([Cl:20])=[CH:18][N:17]=[C:16](Br)[CH:15]=3)[CH2:10][CH:5]3[CH2:6][CH:7]([CH2:9][CH:3]([CH2:4]3)[CH2:2]1)[CH2:8]2.[CH2:23]([OH:26])[C:24]#[CH:25]. (2) Given the product [Cl:1][C:2]1[N:10]=[C:9]2[C:5]([N:6]=[CH:7][N:8]2[CH:25]2[CH2:26][CH2:27][CH2:28][CH2:29][O:24]2)=[C:4]([Cl:11])[N:3]=1, predict the reactants needed to synthesize it. The reactants are: [Cl:1][C:2]1[N:10]=[C:9]2[C:5]([N:6]=[CH:7][NH:8]2)=[C:4]([Cl:11])[N:3]=1.O.C1(C)C=CC(S(O)(=O)=O)=CC=1.[O:24]1[CH:29]=[CH:28][CH2:27][CH2:26][CH2:25]1.C(=O)([O-])O.[Na+]. (3) Given the product [Br:11][C:4]1[C:3]2[C:6]([CH3:10])=[CH:7][CH:8]=[CH:9][C:2]=2[S:1][N:5]=1, predict the reactants needed to synthesize it. The reactants are: [SH:1][C:2]1[CH:9]=[CH:8][CH:7]=[C:6]([CH3:10])[C:3]=1[C:4]#[N:5].[Br:11]Br. (4) The reactants are: Br[C:2]1[CH:23]=[CH:22][C:5]([C:6]([NH:8][S:9]([C:12]2[CH:17]=[CH:16][CH:15]=[CH:14][C:13]=2[S:18](=[O:21])(=[O:20])[NH2:19])(=[O:11])=[O:10])=[O:7])=[CH:4][C:3]=1[CH2:24][OH:25].[O:26]1[C:30]2[CH:31]=[CH:32][CH:33]=[CH:34][C:29]=2[CH:28]=[C:27]1B(O)O.C(=O)([O-])[O-].[K+].[K+].Cl. Given the product [O:26]1[C:30]2[CH:31]=[CH:32][CH:33]=[CH:34][C:29]=2[CH:28]=[C:27]1[C:2]1[CH:23]=[CH:22][C:5]([C:6]([NH:8][S:9]([C:12]2[CH:17]=[CH:16][CH:15]=[CH:14][C:13]=2[S:18](=[O:21])(=[O:20])[NH2:19])(=[O:11])=[O:10])=[O:7])=[CH:4][C:3]=1[CH2:24][OH:25], predict the reactants needed to synthesize it. (5) Given the product [CH2:1]([C:3]1[CH:8]=[C:7]([CH2:9][CH3:10])[CH:6]=[C:5]([CH2:11][CH3:12])[C:4]=1[C:13](=[O:19])[C:14]([N:16]([CH3:18])[N:17]=[C:22]([CH2:23][S:24][CH3:25])[C:21]([F:28])([F:27])[F:20])=[O:15])[CH3:2], predict the reactants needed to synthesize it. The reactants are: [CH2:1]([C:3]1[CH:8]=[C:7]([CH2:9][CH3:10])[CH:6]=[C:5]([CH2:11][CH3:12])[C:4]=1[C:13](=[O:19])[C:14]([N:16]([CH3:18])[NH2:17])=[O:15])[CH3:2].[F:20][C:21]([F:28])([F:27])[C:22](=O)[CH2:23][S:24][CH3:25].O.